This data is from Full USPTO retrosynthesis dataset with 1.9M reactions from patents (1976-2016). The task is: Predict the reactants needed to synthesize the given product. (1) Given the product [NH:12]1[C:4]2[CH2:5][CH2:6][CH2:7][CH2:8][C:3]=2[N:2]=[C:11]1[SH:10], predict the reactants needed to synthesize it. The reactants are: Cl.[NH2:2][CH:3]1[CH2:8][CH2:7][CH2:6][CH2:5][C:4]1=O.[S-:10][C:11]#[N:12].[K+]. (2) Given the product [C:1]([N:5]1[C:9]([C:10]2[CH:15]=[CH:14][C:13]([F:16])=[CH:12][CH:11]=2)=[C:8]([C:17]2[S:18][CH:19]=[C:20]([CH2:22][C:23]([NH:26][CH2:27][C:28]([OH:30])([CH3:31])[CH3:29])=[O:25])[N:21]=2)[CH:7]=[N:6]1)([CH3:4])([CH3:2])[CH3:3], predict the reactants needed to synthesize it. The reactants are: [C:1]([N:5]1[C:9]([C:10]2[CH:15]=[CH:14][C:13]([F:16])=[CH:12][CH:11]=2)=[C:8]([C:17]2[S:18][CH:19]=[C:20]([CH2:22][C:23]([OH:25])=O)[N:21]=2)[CH:7]=[N:6]1)([CH3:4])([CH3:3])[CH3:2].[NH2:26][CH2:27][C:28]([CH3:31])([OH:30])[CH3:29]. (3) Given the product [C:16]([O:20][C:21]([NH:23][C@@H:24]([CH:28]([CH3:30])[CH3:29])[C:25]([N:40]1[C:48]2[C:43](=[CH:44][CH:45]=[CH:46][CH:47]=2)[CH2:42][C@H:41]1[C:49]([O:51][CH2:52][CH3:53])=[O:50])=[O:27])=[O:22])([CH3:17])([CH3:18])[CH3:19], predict the reactants needed to synthesize it. The reactants are: F[P-](F)(F)(F)(F)F.CN(C)C(F)=[N+](C)C.[C:16]([O:20][C:21]([NH:23][C@@H:24]([CH:28]([CH3:30])[CH3:29])[C:25]([OH:27])=O)=[O:22])([CH3:19])([CH3:18])[CH3:17].C(N(C(C)C)CC)(C)C.[NH:40]1[C:48]2[C:43](=[CH:44][CH:45]=[CH:46][CH:47]=2)[CH2:42][C@H:41]1[C:49]([O:51][CH2:52][CH3:53])=[O:50].